From a dataset of Orexin1 receptor HTS with 218,158 compounds and 233 confirmed actives. Binary Classification. Given a drug SMILES string, predict its activity (active/inactive) in a high-throughput screening assay against a specified biological target. (1) The drug is S(O)(=O)(=O)c1cc2[nH]c(nc2cc1)CCCC. The result is 0 (inactive). (2) The molecule is O=C(NCC1(N2CCCCC2)CCCCC1)Cc1cc(OC)ccc1. The result is 0 (inactive). (3) The compound is Clc1c(c2noc(NC(=O)NN3CCCCC3)c2C(OC)=O)c(Cl)ccc1. The result is 0 (inactive). (4) The molecule is Clc1sc(SC=C)c([N+]([O-])=O)c1N(C)C. The result is 0 (inactive). (5) The drug is O=C(NC=1CCCC1C#N)c1nn(CC)cc1. The result is 0 (inactive).